From a dataset of Forward reaction prediction with 1.9M reactions from USPTO patents (1976-2016). Predict the product of the given reaction. (1) Given the reactants C([O:8][N:9]1[C:14]2[N:15]=[CH:16][N:17]=[C:18]([OH:19])[C:13]=2[C:12]([OH:20])=[CH:11][C:10]1=[O:21])C1C=CC=CC=1.Cl.C(O)(C(F)(F)F)=O, predict the reaction product. The product is: [OH:19][C:18]1[C:13]2[C:12]([OH:20])=[CH:11][C:10](=[O:21])[N:9]([OH:8])[C:14]=2[N:15]=[CH:16][N:17]=1. (2) Given the reactants Br[C:2]1[CH:3]=[CH:4][C:5]2[N:9]=[CH:8][N:7]([C:10]3[CH:15]=[CH:14][CH:13]=[CH:12][CH:11]=3)[C:6]=2[CH:16]=1.[C:17]1([N:23]2[C:27](B(O)O)=[CH:26][CH:25]=[N:24]2)[CH:22]=[CH:21][CH:20]=[CH:19][CH:18]=1, predict the reaction product. The product is: [C:10]1([N:7]2[C:6]3[CH:16]=[C:2]([C:27]4[N:23]([C:17]5[CH:18]=[CH:19][CH:20]=[CH:21][CH:22]=5)[N:24]=[CH:25][CH:26]=4)[CH:3]=[CH:4][C:5]=3[N:9]=[CH:8]2)[CH:15]=[CH:14][CH:13]=[CH:12][CH:11]=1. (3) Given the reactants [CH3:1][N:2]([S:25]([CH3:28])(=[O:27])=[O:26])[C:3]1[CH:4]=[C:5]([CH:10]=[C:11]([N:13]2[CH2:17][CH:16]([C:18]3[CH:23]=[CH:22][CH:21]=[CH:20][CH:19]=3)[CH2:15][C:14]2=O)[CH:12]=1)[C:6]([O:8]C)=[O:7].O1CCCC1.O1CCCC1.CO, predict the reaction product. The product is: [CH3:1][N:2]([S:25]([CH3:28])(=[O:27])=[O:26])[C:3]1[CH:4]=[C:5]([CH:10]=[C:11]([N:13]2[CH2:14][CH2:15][CH:16]([C:18]3[CH:19]=[CH:20][CH:21]=[CH:22][CH:23]=3)[CH2:17]2)[CH:12]=1)[C:6]([OH:8])=[O:7]. (4) Given the reactants Br[C:2]1[CH:7]=[CH:6][C:5]([C:8]([N:10]2[CH2:15][CH2:14][N:13]([CH3:16])[CH2:12][CH2:11]2)=[O:9])=[CH:4][C:3]=1[F:17].[B:18]1(B2OC(C)(C)C(C)(C)O2)[O:22]C(C)(C)C(C)(C)[O:19]1.CC([O-])=O.[K+], predict the reaction product. The product is: [F:17][C:3]1[CH:4]=[C:5]([C:8]([N:10]2[CH2:15][CH2:14][N:13]([CH3:16])[CH2:12][CH2:11]2)=[O:9])[CH:6]=[CH:7][C:2]=1[B:18]([OH:22])[OH:19]. (5) Given the reactants [OH-].[Na+].[Cl:3][C:4]1[CH:9]=[CH:8][N:7]=[C:6]2[NH:10][CH:11]=[CH:12][C:5]=12.[S:13](Cl)([C:16]1[CH:22]=[CH:21][C:19]([CH3:20])=[CH:18][CH:17]=1)(=[O:15])=[O:14], predict the reaction product. The product is: [Cl:3][C:4]1[CH:9]=[CH:8][N:7]=[C:6]2[N:10]([S:13]([C:16]3[CH:22]=[CH:21][C:19]([CH3:20])=[CH:18][CH:17]=3)(=[O:15])=[O:14])[CH:11]=[CH:12][C:5]=12. (6) The product is: [F:1][C:2]1[CH:19]=[C:18]([CH2:20][CH2:21][CH2:22][OH:23])[CH:17]=[CH:16][C:3]=1[NH:4][C:5]1[C:6]([C:13]([NH2:15])=[O:14])=[CH:7][N:8]([CH3:12])[C:9](=[O:11])[CH:10]=1. Given the reactants [F:1][C:2]1[CH:19]=[C:18]([C:20]#[C:21][CH2:22][OH:23])[CH:17]=[CH:16][C:3]=1[NH:4][C:5]1[C:6]([C:13]([NH2:15])=[O:14])=[CH:7][N:8]([CH3:12])[C:9](=[O:11])[CH:10]=1, predict the reaction product. (7) Given the reactants C([O:4][C@H:5]1[CH2:9][C:8](=[O:10])[N:7]([CH:11]2[C:20]3[C:15](=[N:16][C:17]([C:28]4[CH:33]=[CH:32][C:31]([Cl:34])=[CH:30][C:29]=4[Cl:35])=[C:18]([C:21]4[CH:26]=[CH:25][C:24]([Cl:27])=[CH:23][CH:22]=4)[CH:19]=3)[O:14][C:13]([CH3:37])([CH3:36])[CH2:12]2)[C:6]1=[O:38])(=O)C.C1(C)C=CC(S(O)(=O)=O)=CC=1, predict the reaction product. The product is: [Cl:27][C:24]1[CH:25]=[CH:26][C:21]([C:18]2[CH:19]=[C:20]3[CH:11]([N:7]4[C:8](=[O:10])[CH2:9][C@H:5]([OH:4])[C:6]4=[O:38])[CH2:12][C:13]([CH3:37])([CH3:36])[O:14][C:15]3=[N:16][C:17]=2[C:28]2[CH:33]=[CH:32][C:31]([Cl:34])=[CH:30][C:29]=2[Cl:35])=[CH:22][CH:23]=1. (8) Given the reactants [NH2:1][C:2]1[C:7]2[C:8]3[CH:14]=[CH:13][C:12](Br)=[CH:11][C:9]=3[S:10][C:6]=2[C:5]([C:16]([NH2:18])=[O:17])=[CH:4][N:3]=1.B(O)(O)[C:20]1[CH:25]=[CH:24][CH:23]=[C:22]([C:26]([F:29])([F:28])[F:27])[CH:21]=1.C([O-])([O-])=O.[Na+].[Na+], predict the reaction product. The product is: [NH2:1][C:2]1[C:7]2[C:8]3[CH:14]=[CH:13][C:12]([C:20]4[CH:25]=[CH:24][CH:23]=[C:22]([C:26]([F:29])([F:28])[F:27])[CH:21]=4)=[CH:11][C:9]=3[S:10][C:6]=2[C:5]([C:16]([NH2:18])=[O:17])=[CH:4][N:3]=1. (9) Given the reactants O.[C:2]1([CH3:12])[CH:7]=[CH:6][C:5](S(O)(=O)=O)=[CH:4][CH:3]=1.[CH3:13][O:14][CH:15]([O:19]C)[CH2:16][C:17]#[N:18].C(O)[C:22]1[CH:27]=[CH:26][CH:25]=[CH:24][CH:23]=1.C1(C)C=CC=CC=1, predict the reaction product. The product is: [CH2:12]([O:19][CH:15]([O:14][CH2:13][C:22]1[CH:27]=[CH:26][CH:25]=[CH:24][CH:23]=1)[CH2:16][C:17]#[N:18])[C:2]1[CH:7]=[CH:6][CH:5]=[CH:4][CH:3]=1. (10) Given the reactants [CH3:1][O:2][C:3](=[O:9])[CH:4]([NH2:8])[C:5](=O)[CH3:6].[O:10]([C:12]#[N:13])[K].Cl, predict the reaction product. The product is: [CH3:1][O:2][C:3]([C:4]1[NH:8][C:12](=[O:10])[NH:13][C:5]=1[CH3:6])=[O:9].